Task: Predict which catalyst facilitates the given reaction.. Dataset: Catalyst prediction with 721,799 reactions and 888 catalyst types from USPTO Reactant: [Cl:1][C:2]1[CH:7]=[CH:6][C:5]([O:8][C:9]2[CH:14]=[CH:13][C:12]([CH2:15][S:16][C:17]3[NH:18][CH:19]=[C:20]([CH2:24][C:25]4[CH:26]=[N:27][C:28]([O:31][CH3:32])=[N:29][CH:30]=4)[C:21](=[O:23])[N:22]=3)=[CH:11][CH:10]=2)=[CH:4][C:3]=1[C:33]([F:36])([F:35])[F:34].[CH3:37]CN(C(C)C)C(C)C.CI. Product: [Cl:1][C:2]1[CH:7]=[CH:6][C:5]([O:8][C:9]2[CH:10]=[CH:11][C:12]([CH2:15][S:16][C:17]3[N:18]([CH3:37])[CH:19]=[C:20]([CH2:24][C:25]4[CH:30]=[N:29][C:28]([O:31][CH3:32])=[N:27][CH:26]=4)[C:21](=[O:23])[N:22]=3)=[CH:13][CH:14]=2)=[CH:4][C:3]=1[C:33]([F:35])([F:36])[F:34]. The catalyst class is: 2.